Dataset: Full USPTO retrosynthesis dataset with 1.9M reactions from patents (1976-2016). Task: Predict the reactants needed to synthesize the given product. (1) Given the product [C:1]([O:5][C:6]([C:8]1[CH:9]=[N:10][N:11]([CH2:17][C:42]2[CH:47]=[CH:46][CH:45]=[C:44]([C:48]([O:50][CH3:51])=[O:49])[CH:43]=2)[C:12]=1[S:13][CH2:14][CH2:15][CH3:16])=[O:7])([CH3:4])([CH3:3])[CH3:2], predict the reactants needed to synthesize it. The reactants are: [C:1]([O:5][C:6]([C:8]1[CH:9]=[N:10][N:11]([CH2:17]C2C=CC(C(OC)=O)=CC=2)[C:12]=1[S:13][CH2:14][CH2:15][CH3:16])=[O:7])([CH3:4])([CH3:3])[CH3:2].C(OC(C1C=NN(C[C:42]2[CH:47]=[CH:46][CH:45]=[C:44]([C:48]([O:50][CH3:51])=[O:49])[CH:43]=2)C=1Cl)=O)(C)(C)C. (2) Given the product [Cl:47][C:48]1[CH:53]=[CH:52][C:51]([O:54][C:2]2[CH:24]=[N:23][C:5]3[N:6]([CH3:22])[C:7](=[O:21])[N:8]([CH2:11][CH2:12][CH2:13][O:14][CH:15]4[CH2:20][CH2:19][CH2:18][CH2:17][O:16]4)[C:9](=[O:10])[C:4]=3[CH:3]=2)=[CH:50][CH:49]=1, predict the reactants needed to synthesize it. The reactants are: Br[C:2]1[CH:24]=[N:23][C:5]2[N:6]([CH3:22])[C:7](=[O:21])[N:8]([CH2:11][CH2:12][CH2:13][O:14][CH:15]3[CH2:20][CH2:19][CH2:18][CH2:17][O:16]3)[C:9](=[O:10])[C:4]=2[C:3]=1C(C1C=CC(Cl)=CC=1)O.C([O-])([O-])=O.[Cs+].[Cs+].CN(C)CC(O)=O.[Cl:47][C:48]1[CH:53]=[CH:52][C:51]([OH:54])=[CH:50][CH:49]=1. (3) Given the product [CH2:7]([C:15]1[O:16][C:17]2[CH:23]=[C:22]([CH2:24][OH:25])[CH:21]=[CH:20][C:18]=2[CH:19]=1)[CH2:8][CH2:9][CH2:10][CH2:11][CH2:12][CH2:13][CH3:14], predict the reactants needed to synthesize it. The reactants are: [H-].[Al+3].[Li+].[H-].[H-].[H-].[CH2:7]([C:15]1[O:16][C:17]2[CH:23]=[C:22]([C:24](OCC)=[O:25])[CH:21]=[CH:20][C:18]=2[CH:19]=1)[CH2:8][CH2:9][CH2:10][CH2:11][CH2:12][CH2:13][CH3:14].O.[OH-].[Na+]. (4) Given the product [CH2:1]([N:3]1[CH2:7][CH2:6][C@@H:5]([C:8]([NH:10][CH2:11][C:12]2[CH:17]=[C:16]([F:18])[CH:15]=[CH:14][C:13]=2[S:19]([NH:22][C:23]2[C:32]([C:33]([OH:35])=[O:34])=[C:31]3[C:26]([CH:27]4[CH2:37][CH:28]4[CH2:29][O:30]3)=[CH:25][CH:24]=2)(=[O:20])=[O:21])=[O:9])[CH2:4]1)[CH3:2], predict the reactants needed to synthesize it. The reactants are: [CH2:1]([N:3]1[CH2:7][CH2:6][C@@H:5]([C:8]([NH:10][CH2:11][C:12]2[CH:17]=[C:16]([F:18])[CH:15]=[CH:14][C:13]=2[S:19]([NH:22][C:23]2[C:32]([C:33]([O:35]C)=[O:34])=[C:31]3[C:26]([CH:27]4[CH2:37][CH:28]4[CH2:29][O:30]3)=[CH:25][CH:24]=2)(=[O:21])=[O:20])=[O:9])[CH2:4]1)[CH3:2].O.[OH-].[Li+].O. (5) Given the product [C:32]([N:2]1[CH2:3][CH2:4][CH:5]([NH:8][C:9]([C:11]2[C:15]3[N:16]=[CH:17][N:18]=[C:19]([C:20]4[CH:25]=[CH:24][C:23]([F:26])=[CH:22][C:21]=4[O:27][CH2:28][CH:29]4[CH2:30][CH2:31]4)[C:14]=3[NH:13][CH:12]=2)=[O:10])[CH2:6][CH2:7]1)(=[O:35])[CH2:33][CH3:34], predict the reactants needed to synthesize it. The reactants are: Cl.[NH:2]1[CH2:7][CH2:6][CH:5]([NH:8][C:9]([C:11]2[C:15]3[N:16]=[CH:17][N:18]=[C:19]([C:20]4[CH:25]=[CH:24][C:23]([F:26])=[CH:22][C:21]=4[O:27][CH2:28][CH:29]4[CH2:31][CH2:30]4)[C:14]=3[NH:13][CH:12]=2)=[O:10])[CH2:4][CH2:3]1.[C:32](Cl)(=[O:35])[CH2:33][CH3:34]. (6) Given the product [Cl:11][C:12]1[CH:17]=[C:16]([O:10][CH:5]2[CH2:6][CH2:7][CH2:8][CH2:9][CH:4]2[CH3:3])[N:15]=[CH:14][N:13]=1, predict the reactants needed to synthesize it. The reactants are: [H-].[Na+].[CH3:3][CH:4]1[CH2:9][CH2:8][CH2:7][CH2:6][CH:5]1[OH:10].[Cl:11][C:12]1[CH:17]=[C:16](Cl)[N:15]=[CH:14][N:13]=1.[Cl-].[NH4+]. (7) Given the product [Cl:45][C:46]1[CH:56]=[CH:55][C:54]([CH2:57][CH2:58][O:59][CH3:60])=[CH:53][C:47]=1[CH2:48][N:49]([CH:50]1[CH2:51][CH2:52]1)[C:24]([C:13]1[C@@H:14]2[NH:16][C@H:10]([CH2:11][C:12]=1[C:27]1[CH:32]=[CH:31][C:30]([CH2:33][CH2:34][O:35][C:36]3[C:41]([Cl:42])=[CH:40][C:39]([CH3:43])=[CH:38][C:37]=3[Cl:44])=[CH:29][CH:28]=1)[CH2:9][NH:8][CH2:15]2)=[O:25], predict the reactants needed to synthesize it. The reactants are: C(OC([N:8]1[CH2:15][C@H:14]2[N:16](C(OC(C)(C)C)=O)[C@H:10]([CH2:11][C:12]([C:27]3[CH:32]=[CH:31][C:30]([CH2:33][CH2:34][O:35][C:36]4[C:41]([Cl:42])=[CH:40][C:39]([CH3:43])=[CH:38][C:37]=4[Cl:44])=[CH:29][CH:28]=3)=[C:13]2[C:24](O)=[O:25])[CH2:9]1)=O)(C)(C)C.[Cl:45][C:46]1[CH:56]=[CH:55][C:54]([CH2:57][CH2:58][O:59][CH3:60])=[CH:53][C:47]=1[CH2:48][NH:49][CH:50]1[CH2:52][CH2:51]1. (8) Given the product [CH3:1][CH:2]([CH3:20])[CH2:3][CH2:4][NH:5][C:6]([C:8]1[N:9]=[N:10][C:11]([N:14]2[CH2:19][CH2:18][N:17]([C:26]([C:25]3[O:21][N:22]=[CH:23][CH:24]=3)=[O:27])[CH2:16][CH2:15]2)=[CH:12][CH:13]=1)=[O:7], predict the reactants needed to synthesize it. The reactants are: [CH3:1][CH:2]([CH3:20])[CH2:3][CH2:4][NH:5][C:6]([C:8]1[N:9]=[N:10][C:11]([N:14]2[CH2:19][CH2:18][NH:17][CH2:16][CH2:15]2)=[CH:12][CH:13]=1)=[O:7].[O:21]1[C:25]([C:26](Cl)=[O:27])=[CH:24][CH:23]=[N:22]1.C(N(CC)CC)C. (9) Given the product [C:1]([O:5][C:6]([N:8]1[CH2:12][C@@H:11]([N:13]([CH2:69][C:68]2[CH:71]=[CH:72][C:65]([C:63]#[N:64])=[CH:66][CH:67]=2)[S:14]([C:17]2[CH:18]=[CH:19][C:20]([C:23]#[N:24])=[CH:21][CH:22]=2)(=[O:15])=[O:16])[CH2:10][C@H:9]1[C:25]([N:27]1[CH2:31][CH2:30][S:29][CH2:28]1)=[O:26])=[O:7])([CH3:4])([CH3:2])[CH3:3], predict the reactants needed to synthesize it. The reactants are: [C:1]([O:5][C:6]([N:8]1[CH2:12][C@@H:11]([NH:13][S:14]([C:17]2[CH:22]=[CH:21][C:20]([C:23]#[N:24])=[CH:19][CH:18]=2)(=[O:16])=[O:15])[CH2:10][C@H:9]1[C:25]([N:27]1[CH2:31][CH2:30][S:29][CH2:28]1)=[O:26])=[O:7])([CH3:4])([CH3:3])[CH3:2].Cl.C(C1C=CC(S(N[C@@H]2CN[C@H](C(N3CCSC3)=O)C2)(=O)=O)=CC=1)#N.C(=O)([O-])[O-].[K+].[K+].[C:63]([C:65]1[CH:72]=[CH:71][C:68]([CH2:69]Br)=[CH:67][CH:66]=1)#[N:64].C(O)(=O)CC(CC(O)=O)(C(O)=O)O.